The task is: Predict the product of the given reaction.. This data is from Forward reaction prediction with 1.9M reactions from USPTO patents (1976-2016). Given the reactants C([O:3][CH:4](OCC)[CH2:5][C@@H:6]([CH2:19][O:20][C:21](=[O:39])[CH2:22][CH2:23][CH2:24][CH2:25][CH2:26][CH2:27][CH2:28][CH2:29][CH2:30][CH2:31][CH2:32][CH2:33][CH2:34][CH2:35][CH2:36][CH2:37][CH3:38])[CH2:7][N:8]1[CH:16]=[N:15][C:14]2[C:13](=[O:17])[NH:12][C:11]([NH2:18])=[N:10][C:9]1=2)C.FC(F)(F)S(O)(=O)=O, predict the reaction product. The product is: [OH:3][CH2:4][CH2:5][C@@H:6]([CH2:19][O:20][C:21](=[O:39])[CH2:22][CH2:23][CH2:24][CH2:25][CH2:26][CH2:27][CH2:28][CH2:29][CH2:30][CH2:31][CH2:32][CH2:33][CH2:34][CH2:35][CH2:36][CH2:37][CH3:38])[CH2:7][N:8]1[CH:16]=[N:15][C:14]2[C:13](=[O:17])[NH:12][C:11]([NH2:18])=[N:10][C:9]1=2.